Dataset: Forward reaction prediction with 1.9M reactions from USPTO patents (1976-2016). Task: Predict the product of the given reaction. (1) Given the reactants [Br:1][C:2]1[CH:3]=[CH:4][CH:5]=[C:6]2[C:28]=1[C:9]1([CH2:14][CH2:13][N:12]([C:15]([NH:17][CH:18]3[CH:25]4[CH2:26][CH:21]5[CH2:22][CH:23]([CH2:27][CH:19]3[CH2:20]5)[CH2:24]4)=[O:16])[CH2:11][CH2:10]1)[CH2:8][CH:7]2[CH2:29][CH2:30]OS(C1C=CC(C)=CC=1)(=O)=O.[C:42]([O-:45])([O-])=O.[K+].[K+].[Na+].[I-], predict the reaction product. The product is: [Br:1][C:2]1[CH:3]=[CH:4][CH:5]=[C:6]2[C:28]=1[C:9]1([CH2:14][CH2:13][N:12]([C:15]([NH:17][CH:18]3[CH:19]4[CH2:27][CH:23]5[CH2:22][CH:21]([CH2:26][CH:25]3[CH2:24]5)[CH2:20]4)=[O:16])[CH2:11][CH2:10]1)[CH2:8][CH:7]2[CH2:29][CH2:30][N:12]1[CH2:13][CH2:42][O:45][CH2:10][CH2:11]1. (2) Given the reactants [Cl:1][C:2]1[CH:7]=[CH:6][CH:5]=[C:4]([CH3:8])[C:3]=1[NH:9][C:10]([C:12]1[S:16][C:15]([NH:17][C:18]2[CH:23]=[C:22]([N:24]3[CH2:29][CH2:28][NH:27][CH2:26][CH2:25]3)[N:21]=[C:20]([CH3:30])[N:19]=2)=[N:14][CH:13]=1)=[O:11].Br[CH2:32][CH2:33][F:34].C([O-])([O-])=O.[K+].[K+].[Na+].[I-], predict the reaction product. The product is: [Cl:1][C:2]1[CH:7]=[CH:6][CH:5]=[C:4]([CH3:8])[C:3]=1[NH:9][C:10]([C:12]1[S:16][C:15]([NH:17][C:18]2[CH:23]=[C:22]([N:24]3[CH2:25][CH2:26][N:27]([CH2:32][CH2:33][F:34])[CH2:28][CH2:29]3)[N:21]=[C:20]([CH3:30])[N:19]=2)=[N:14][CH:13]=1)=[O:11]. (3) Given the reactants [NH:1]1[CH2:6][CH:5]=[CH:4][CH2:3][CH2:2]1.[C:7](Cl)(=[O:14])[C:8]1[CH:13]=[CH:12][CH:11]=[CH:10][CH:9]=1, predict the reaction product. The product is: [N:1]1([C:7]([C:8]2[CH:13]=[CH:12][CH:11]=[CH:10][CH:9]=2)=[O:14])[CH2:2][CH2:3][CH:4]=[CH:5][CH2:6]1. (4) Given the reactants C([Sn](CCCC)(CCCC)[C:6]1[S:7][CH:8]=[CH:9][N:10]=1)CCC.Br[C:20]1[CH:25]=[CH:24][CH:23]=[C:22]([C:26]2[N:31]=[CH:30][CH:29]=[CH:28][N:27]=2)[N:21]=1, predict the reaction product. The product is: [S:7]1[CH:8]=[CH:9][N:10]=[C:6]1[C:20]1[N:21]=[C:22]([C:26]2[N:27]=[CH:28][CH:29]=[CH:30][N:31]=2)[CH:23]=[CH:24][CH:25]=1. (5) Given the reactants [CH2:1]([O:4][N:5]([C@H:18]1[CH2:23][N:22]([C:24]([O:26][C:27]([CH3:30])([CH3:29])[CH3:28])=[O:25])[C@H:21]([C:31]([OH:33])=O)[C:20]([CH3:34])=[CH:19]1)[S:6]([C:9]1[CH:14]=[CH:13][CH:12]=[CH:11][C:10]=1[N+:15]([O-:17])=[O:16])(=[O:8])=[O:7])[CH:2]=[CH2:3].Cl.N.C[N:38](C(ON1N=NC2C=CC=NC1=2)=[N+](C)C)C.F[P-](F)(F)(F)(F)F.C(N(C(C)C)C(C)C)C, predict the reaction product. The product is: [CH2:1]([O:4][N:5]([C@H:18]1[CH2:23][N:22]([C:24]([O:26][C:27]([CH3:28])([CH3:30])[CH3:29])=[O:25])[C@H:21]([C:31](=[O:33])[NH2:38])[C:20]([CH3:34])=[CH:19]1)[S:6]([C:9]1[CH:14]=[CH:13][CH:12]=[CH:11][C:10]=1[N+:15]([O-:17])=[O:16])(=[O:8])=[O:7])[CH:2]=[CH2:3]. (6) Given the reactants [OH:1][C:2]1[CH:7]=[CH:6][C:5](C([C:5]2[CH:6]=[CH:7][C:2]([OH:1])=[CH:3][CH:4]=2)(C)C)=[CH:4][CH:3]=1.Cl([O-])(=O)=O.[OH-].[Na+:23].Cl([O-])(=O)=O.[Na+], predict the reaction product. The product is: [C:2]1([O-:1])[CH:7]=[CH:6][CH:5]=[CH:4][CH:3]=1.[C:2]1([O-:1])[CH:7]=[CH:6][CH:5]=[CH:4][CH:3]=1.[Na+:23].[Na+:23]. (7) Given the reactants Br[CH2:2][CH2:3][CH2:4][CH2:5][O:6][C:7]1[CH:16]=[C:15]2[C:10]([CH2:11][CH2:12][NH:13][C:14]2=[O:17])=[CH:9][CH:8]=1.[Na+].[I-].[Cl:20][C:21]1[C:26]([Cl:27])=[CH:25][CH:24]=[CH:23][C:22]=1[N:28]1[CH2:34][CH2:33][CH2:32][N:31](CCCCOC2C=C3C(CCC(=O)N3)=CC=2)[CH2:30][CH2:29]1.C([O-])([O-])=O.[K+].[K+], predict the reaction product. The product is: [Cl:20][C:21]1[C:26]([Cl:27])=[CH:25][CH:24]=[CH:23][C:22]=1[N:28]1[CH2:34][CH2:33][CH2:32][N:31]([CH2:2][CH2:3][CH2:4][CH2:5][O:6][C:7]2[CH:16]=[C:15]3[C:10]([CH2:11][CH2:12][NH:13][C:14]3=[O:17])=[CH:9][CH:8]=2)[CH2:30][CH2:29]1. (8) Given the reactants [CH3:1][C:2]1[CH:3]=[C:4]([NH:9][C:10]2[CH:11]=[C:12]([CH:15]=[CH:16][C:17]=2[N+:18]([O-])=O)[C:13]#[N:14])[CH:5]=[CH:6][C:7]=1[CH3:8].[O-]S(S([O-])=O)=O.[Na+].[Na+], predict the reaction product. The product is: [NH2:18][C:17]1[CH:16]=[CH:15][C:12]([C:13]#[N:14])=[CH:11][C:10]=1[NH:9][C:4]1[CH:5]=[CH:6][C:7]([CH3:8])=[C:2]([CH3:1])[CH:3]=1.